Predict the product of the given reaction. From a dataset of Forward reaction prediction with 1.9M reactions from USPTO patents (1976-2016). (1) Given the reactants [CH2:1]([O:3][C:4](=[O:16])[CH2:5][O:6][C:7]1[CH:8]=[N:9][CH:10]=[C:11]([Cl:15])[C:12]=1[CH:13]=O)[CH3:2].C1CCN2C(=NCCC2)CC1.CCOC(C)=O, predict the reaction product. The product is: [CH2:1]([O:3][C:4]([C:5]1[O:6][C:7]2=[CH:8][N:9]=[CH:10][C:11]([Cl:15])=[C:12]2[CH:13]=1)=[O:16])[CH3:2]. (2) Given the reactants Cl.Cl.Cl.[CH3:4][C:5]1[N:6]=[C:7]([CH3:15])[C:8]2[N:9]([CH:11]=[C:12]([NH2:14])[N:13]=2)[CH:10]=1.C(N(C(C)C)C(C)C)C.[F:25][C:26]1[CH:34]=[CH:33][C:29]([C:30](Cl)=[O:31])=[CH:28][CH:27]=1, predict the reaction product. The product is: [CH3:4][C:5]1[N:6]=[C:7]([CH3:15])[C:8]2[N:9]([CH:11]=[C:12]([NH:14][C:30](=[O:31])[C:29]3[CH:33]=[CH:34][C:26]([F:25])=[CH:27][CH:28]=3)[N:13]=2)[CH:10]=1. (3) Given the reactants [CH3:1][S:2]([N:5]1[CH2:10][CH2:9][CH2:8][C@H:7]([NH:11][C:12]2[C:17]([C:18]3[N:19]=[C:20]4[CH:26]=[CH:25][N:24](COCC[Si](C)(C)C)[C:21]4=[N:22][CH:23]=3)=[CH:16][N:15]=[C:14](S(C)(=O)=O)[N:13]=2)[CH2:6]1)(=[O:4])=[O:3].[CH3:39][N:40]([CH3:44])[CH2:41][CH2:42][NH2:43].CS(C)(=O)=O, predict the reaction product. The product is: [CH3:39][N:40]([CH3:44])[CH2:41][CH2:42][NH:43][C:14]1[N:13]=[C:12]([NH:11][C@H:7]2[CH2:8][CH2:9][CH2:10][N:5]([S:2]([CH3:1])(=[O:4])=[O:3])[CH2:6]2)[C:17]([C:18]2[N:19]=[C:20]3[CH:26]=[CH:25][NH:24][C:21]3=[N:22][CH:23]=2)=[CH:16][N:15]=1. (4) Given the reactants [CH2:1]([NH2:8])[C:2]1[CH:7]=[CH:6][CH:5]=[CH:4][CH:3]=1.[CH2:9]([N:16]1[CH:21]2[CH2:22][CH2:23][CH:17]1[C:18](=[O:25])[O:19][C:20]2=[O:24])[C:10]1[CH:15]=[CH:14][CH:13]=[CH:12][CH:11]=1, predict the reaction product. The product is: [CH2:9]([N:16]1[C@H:17]([C:18](=[O:25])[NH:8][CH2:1][C:2]2[CH:7]=[CH:6][CH:5]=[CH:4][CH:3]=2)[CH2:23][CH2:22][C@@H:21]1[C:20]([OH:19])=[O:24])[C:10]1[CH:11]=[CH:12][CH:13]=[CH:14][CH:15]=1. (5) Given the reactants CN(C)CCN(C)C.[Li][CH2:10][CH2:11][CH2:12][CH3:13].[CH3:14][O:15][C:16]1[CH:21]=[CH:20][C:19]([C:22]([F:25])([F:24])[F:23])=[CH:18][CH:17]=1.C1(CBr)CC1, predict the reaction product. The product is: [CH:12]1([CH2:13][C:17]2[CH:18]=[C:19]([C:22]([F:23])([F:24])[F:25])[CH:20]=[CH:21][C:16]=2[O:15][CH3:14])[CH2:10][CH2:11]1. (6) The product is: [CH2:29]([NH:28][C:26](=[O:27])[C:25]1[CH:36]=[CH:37][N:38]=[C:23]([NH:22][C:15](=[O:16])[C:14]2[CH:13]=[C:12]([F:11])[CH:20]=[C:19]([F:21])[CH:18]=2)[CH:24]=1)[C:30]1[CH:35]=[CH:34][CH:33]=[CH:32][CH:31]=1. Given the reactants FC1C=CC=CC=1C(Cl)=O.[F:11][C:12]1[CH:13]=[C:14]([CH:18]=[C:19]([F:21])[CH:20]=1)[C:15](Cl)=[O:16].[NH2:22][C:23]1[CH:24]=[C:25]([CH:36]=[CH:37][N:38]=1)[C:26]([NH:28][CH2:29][C:30]1[CH:35]=[CH:34][CH:33]=[CH:32][CH:31]=1)=[O:27], predict the reaction product. (7) Given the reactants C(OC(=O)[NH:7][C:8]1[C:17]2[C:12](=[CH:13][CH:14]=[CH:15][CH:16]=2)[C:11]([O:18][C:19]2[CH:24]=[CH:23][N:22]=[C:21]([NH:25][C:26]3[CH:31]=[C:30]([C:32](=[O:42])[NH:33][CH2:34][CH2:35][N:36]4[CH2:41][CH2:40][O:39][CH2:38][CH2:37]4)[CH:29]=[C:28]([O:43][CH3:44])[CH:27]=3)[N:20]=2)=[CH:10][CH:9]=1)(C)(C)C.C(O)(C(F)(F)F)=O, predict the reaction product. The product is: [NH2:7][C:8]1[C:17]2[C:12](=[CH:13][CH:14]=[CH:15][CH:16]=2)[C:11]([O:18][C:19]2[CH:24]=[CH:23][N:22]=[C:21]([NH:25][C:26]3[CH:31]=[C:30]([CH:29]=[C:28]([O:43][CH3:44])[CH:27]=3)[C:32]([NH:33][CH2:34][CH2:35][N:36]3[CH2:37][CH2:38][O:39][CH2:40][CH2:41]3)=[O:42])[N:20]=2)=[CH:10][CH:9]=1. (8) The product is: [C:1]([C:3]1[CH:4]=[C:5]([CH:19]=[C:20]([S:38][CH2:36][CH3:37])[C:21]=1[OH:22])[C:6]([N:8]1[C:12]2[CH:13]=[CH:14][CH:15]=[CH:16][C:11]=2[S:10](=[O:18])(=[O:17])[CH2:9]1)=[O:7])#[N:2]. Given the reactants [C:1]([C:3]1[CH:4]=[C:5]([CH:19]=[C:20](I)[C:21]=1[OH:22])[C:6]([N:8]1[C:12]2[CH:13]=[CH:14][CH:15]=[CH:16][C:11]=2[S:10](=[O:18])(=[O:17])[CH2:9]1)=[O:7])#[N:2].N1C=CC=CC=1C1C=CC=CN=1.[CH2:36]([S:38]SCC)[CH3:37], predict the reaction product.